Dataset: Forward reaction prediction with 1.9M reactions from USPTO patents (1976-2016). Task: Predict the product of the given reaction. (1) Given the reactants Cl[C:2]1[N:7]=[CH:6][C:5]([C:8]2[CH:41]=[CH:40][C:11]([CH2:12][C:13]3[N:14]([C:26]4[CH:31]=[CH:30][C:29]([N:32]5[S:36](=[O:38])(=[O:37])[NH:35][C:34](=[O:39])[CH2:33]5)=[CH:28][CH:27]=4)[CH:15]=[C:16]([C:18]4[CH:23]=[CH:22][C:21]([Cl:24])=[CH:20][C:19]=4[Cl:25])[N:17]=3)=[CH:10][CH:9]=2)=[CH:4][CH:3]=1.[NH:42]1[CH2:47][CH2:46][CH2:45][CH2:44][CH2:43]1, predict the reaction product. The product is: [Cl:25][C:19]1[CH:20]=[C:21]([Cl:24])[CH:22]=[CH:23][C:18]=1[C:16]1[N:17]=[C:13]([CH2:12][C:11]2[CH:40]=[CH:41][C:8]([C:5]3[CH:4]=[CH:3][C:2]([N:42]4[CH2:47][CH2:46][CH2:45][CH2:44][CH2:43]4)=[N:7][CH:6]=3)=[CH:9][CH:10]=2)[N:14]([C:26]2[CH:31]=[CH:30][C:29]([N:32]3[S:36](=[O:38])(=[O:37])[NH:35][C:34](=[O:39])[CH2:33]3)=[CH:28][CH:27]=2)[CH:15]=1. (2) The product is: [Si:1]([O:8][CH2:9][CH:10]([OH:17])[C:11]#[CH:12])([C:4]([CH3:7])([CH3:6])[CH3:5])([CH3:3])[CH3:2]. Given the reactants [Si:1]([O:8][CH2:9][CH:10]([OH:17])[C:11]#[C:12][Si](C)(C)C)([C:4]([CH3:7])([CH3:6])[CH3:5])([CH3:3])[CH3:2].C([O-])([O-])=O.[K+].[K+], predict the reaction product. (3) Given the reactants Cl.[CH3:2][C:3]1[C:7]([NH2:8])=[CH:6][O:5][N:4]=1.ON1C2N=CC=CC=2N=N1.C(N(C(C)C)CC)(C)C.C(Cl)CCl.[F:32][C:33]1[CH:38]=[CH:37][C:36]([CH2:39][O:40][C:41]2[CH:49]=[CH:48][C:47]([C:50]([N:52]3[CH2:57][CH2:56][O:55][CH2:54][CH2:53]3)=[O:51])=[CH:46][C:42]=2[C:43](O)=[O:44])=[CH:35][CH:34]=1, predict the reaction product. The product is: [F:32][C:33]1[CH:38]=[CH:37][C:36]([CH2:39][O:40][C:41]2[CH:49]=[CH:48][C:47]([C:50]([N:52]3[CH2:57][CH2:56][O:55][CH2:54][CH2:53]3)=[O:51])=[CH:46][C:42]=2[C:43]([NH:8][C:7]2[C:3]([CH3:2])=[N:4][O:5][CH:6]=2)=[O:44])=[CH:35][CH:34]=1. (4) Given the reactants [CH2:1]([O:3][C:4](=[O:17])[CH2:5][CH2:6][C:7]1[CH:12]=[CH:11][C:10]([C:13]([F:16])([F:15])[F:14])=[CH:9][N:8]=1)[CH3:2].Br[CH2:19][C:20](=O)[CH3:21].C(=O)([O-])O.[Na+], predict the reaction product. The product is: [CH2:1]([O:3][C:4](=[O:17])[CH2:5][C:6]1[C:20]([CH3:21])=[CH:19][N:8]2[C:7]=1[CH:12]=[CH:11][C:10]([C:13]([F:14])([F:15])[F:16])=[CH:9]2)[CH3:2]. (5) Given the reactants Cl[C:2]1[C:3]2[C@H:10]([CH3:11])[CH2:9][CH2:8][C:4]=2[N:5]=[CH:6][N:7]=1.[CH3:12][C@@H:13]1[NH:18][CH2:17][CH2:16][N:15]([C:19]([O:21][C:22]([CH3:25])([CH3:24])[CH3:23])=[O:20])[CH2:14]1.C(N(C(C)C)CC)(C)C, predict the reaction product. The product is: [CH3:12][C@@H:13]1[N:18]([C:2]2[C:3]3[C@H:10]([CH3:11])[CH2:9][CH2:8][C:4]=3[N:5]=[CH:6][N:7]=2)[CH2:17][CH2:16][N:15]([C:19]([O:21][C:22]([CH3:23])([CH3:25])[CH3:24])=[O:20])[CH2:14]1. (6) Given the reactants Cl.[F:2][C:3]1[CH:8]=[CH:7][C:6]([N:9]2[CH2:14][CH2:13][N:12]([S:15]([C:18]3[S:22][C:21](C4CCN(C(OC(C)(C)C)=O)CC4=O)=[CH:20][CH:19]=3)(=[O:17])=[O:16])[C@H:11]([CH3:37])[CH2:10]2)=[C:5]([C:38]([F:41])([F:40])[F:39])[CH:4]=1.BrC1SC(S(N2CCN(C3C=CC(F)=CC=3C(F)(F)F)C[C@H]2C)(=O)=O)=CC=1.[O:69]=[C:70]1[NH:75][CH2:74][CH2:73][N:72](C(OC(C)(C)C)=O)[CH2:71]1, predict the reaction product. The product is: [F:2][C:3]1[CH:8]=[CH:7][C:6]([N:9]2[CH2:14][CH2:13][N:12]([S:15]([C:18]3[S:22][C:21]([N:75]4[CH2:74][CH2:73][NH:72][CH2:71][C:70]4=[O:69])=[CH:20][CH:19]=3)(=[O:16])=[O:17])[C@H:11]([CH3:37])[CH2:10]2)=[C:5]([C:38]([F:41])([F:40])[F:39])[CH:4]=1.